The task is: Predict the reactants needed to synthesize the given product.. This data is from Full USPTO retrosynthesis dataset with 1.9M reactions from patents (1976-2016). Given the product [C:19]([NH:18][C@H:17]([C:16]([NH:15][C@H:14]([C:13]([N:5]1[CH2:6][C@H:7]([O:9][CH2:10][CH:11]=[CH2:12])[CH2:8][C@H:4]1[C:3]([NH:41][C@H:40]([CH:39]=[O:49])[CH2:44][C:43]([OH:59])=[O:45])=[O:35])=[O:34])[CH:31]([CH3:32])[CH3:33])=[O:30])[CH2:22][C:23]1[CH:28]=[CH:27][C:26]([OH:29])=[CH:25][CH:24]=1)(=[O:21])[CH3:20], predict the reactants needed to synthesize it. The reactants are: CO[C:3](=[O:35])[C@@H:4]1[CH2:8][C@@H:7]([O:9][CH2:10][CH:11]=[CH2:12])[CH2:6][N:5]1[C:13](=[O:34])[C@H:14]([CH:31]([CH3:33])[CH3:32])[NH:15][C:16](=[O:30])[C@H:17]([CH2:22][C:23]1[CH:28]=[CH:27][C:26]([OH:29])=[CH:25][CH:24]=1)[NH:18][C:19](=[O:21])[CH3:20].Cl.CO[C:39](=[O:49])[C@@H:40]1[CH2:44][C@@H:43]([O:45]CC=C)C[NH:41]1.N(C(C)=O)[C@H](C(N[C@H](C(O)=O)C(C)C)=O)CC1C=CC([OH:59])=CC=1.C(N(C(C)C)CC)(C)C.ON1C2C=CC=CC=2N=N1.Cl.CN(C)CCCN=C=NCC.